This data is from Full USPTO retrosynthesis dataset with 1.9M reactions from patents (1976-2016). The task is: Predict the reactants needed to synthesize the given product. (1) Given the product [C:23]([C:16]1[CH:15]=[CH:14][C:13]([S:10](=[O:11])(=[O:12])[N:9]([C:6]2[CH:7]=[CH:8][C:3]([CH2:1][CH3:2])=[CH:4][CH:5]=2)[CH2:29][CH:30]([CH3:31])[CH3:32])=[CH:22][C:17]=1[C:18]([O:20][CH3:21])=[O:19])(=[O:33])[CH3:24], predict the reactants needed to synthesize it. The reactants are: [CH2:1]([C:3]1[CH:8]=[CH:7][C:6]([N:9]([CH2:29][CH:30]([CH3:32])[CH3:31])[S:10]([C:13]2[CH:14]=[CH:15][C:16]([C:23]#[C:24][Si](C)(C)C)=[C:17]([CH:22]=2)[C:18]([O:20][CH3:21])=[O:19])(=[O:12])=[O:11])=[CH:5][CH:4]=1)[CH3:2].[OH:33]S(O)(=O)=O. (2) Given the product [NH2:1][C:2]1[N:7]=[C:6]([N:8]2[CH2:13][CH2:12][CH2:11][C@H:10]([C:14]([NH:40][CH2:41][C:42]3[CH:47]=[CH:46][N:45]=[CH:44][CH:43]=3)=[O:16])[CH2:9]2)[CH:5]=[C:4]([C:17]2[CH:22]=[CH:21][C:20]([C:23]#[N:24])=[C:19]([F:25])[CH:18]=2)[N:3]=1, predict the reactants needed to synthesize it. The reactants are: [NH2:1][C:2]1[N:7]=[C:6]([N:8]2[CH2:13][CH2:12][CH2:11][C@H:10]([C:14]([OH:16])=O)[CH2:9]2)[CH:5]=[C:4]([C:17]2[CH:22]=[CH:21][C:20]([C:23]#[N:24])=[C:19]([F:25])[CH:18]=2)[N:3]=1.C(Cl)CCl.C1C=CC2N(O)N=NC=2C=1.[NH2:40][CH2:41][C:42]1[CH:47]=[CH:46][N:45]=[CH:44][CH:43]=1. (3) Given the product [Cl:34][C:35]1[CH:45]=[C:44]([O:46][CH2:47][CH:48]=[C:49]([Cl:50])[Cl:51])[CH:43]=[C:42]([Cl:52])[C:36]=1[CH2:37][O:38][CH2:39][CH2:40][O:41][C:60]1[CH:59]=[CH:58][CH:57]=[C:56]([O:55][C:53]#[CH:54])[CH:61]=1, predict the reactants needed to synthesize it. The reactants are: C(OC(N=NC(OC(C)C)=O)=O)(C)C.C1(P(C2C=CC=CC=2)C2C=CC=CC=2)C=CC=CC=1.[Cl:34][C:35]1[CH:45]=[C:44]([O:46][CH2:47][CH:48]=[C:49]([Cl:51])[Cl:50])[CH:43]=[C:42]([Cl:52])[C:36]=1[CH2:37][O:38][CH2:39][CH2:40][OH:41].[C:53]([O:55][C:56]1[CH:57]=[C:58](O)[CH:59]=[CH:60][CH:61]=1)#[CH:54]. (4) Given the product [C:1]1([C:17]2[CH:22]=[CH:21][CH:20]=[CH:19][CH:18]=2)[CH:6]=[CH:5][CH:4]=[CH:3][C:2]=1[C:7]1[CH:15]=[CH:14][CH:13]=[C:12]2[C:8]=1[CH:9]=[C:10]([CH:23]1[CH2:25][CH2:24]1)[CH2:11]2, predict the reactants needed to synthesize it. The reactants are: [C:1]1([C:17]2[CH:22]=[CH:21][CH:20]=[CH:19][CH:18]=2)[CH:6]=[CH:5][CH:4]=[CH:3][C:2]=1[C:7]1[CH:15]=[CH:14][CH:13]=[C:12]2[C:8]=1[CH:9]=[C:10](Br)[CH2:11]2.[CH:23]1([Mg]Br)[CH2:25][CH2:24]1.O1CCCC1. (5) The reactants are: [C:1]([C:5]1[CH:10]=[CH:9][C:8]([C:11]2[N:12]([C:30](Cl)=[O:31])[C@H:13]([C:23]3[CH:28]=[CH:27][C:26]([Cl:29])=[CH:25][CH:24]=3)[C@H:14]([C:16]3[CH:21]=[CH:20][C:19]([Cl:22])=[CH:18][CH:17]=3)[N:15]=2)=[C:7]([O:33][CH2:34][CH3:35])[CH:6]=1)([CH3:4])([CH3:3])[CH3:2].[N:36]1([CH2:42][CH2:43][C:44](=[O:46])[CH3:45])[CH2:41][CH2:40][NH:39][CH2:38][CH2:37]1. Given the product [ClH:22].[C:1]([C:5]1[CH:10]=[CH:9][C:8]([C:11]2[N:12]([C:30]([N:39]3[CH2:40][CH2:41][N:36]([CH2:42][CH2:43][C:44](=[O:46])[CH3:45])[CH2:37][CH2:38]3)=[O:31])[C@H:13]([C:23]3[CH:24]=[CH:25][C:26]([Cl:29])=[CH:27][CH:28]=3)[C@H:14]([C:16]3[CH:17]=[CH:18][C:19]([Cl:22])=[CH:20][CH:21]=3)[N:15]=2)=[C:7]([O:33][CH2:34][CH3:35])[CH:6]=1)([CH3:2])([CH3:3])[CH3:4], predict the reactants needed to synthesize it.